From a dataset of NCI-60 drug combinations with 297,098 pairs across 59 cell lines. Regression. Given two drug SMILES strings and cell line genomic features, predict the synergy score measuring deviation from expected non-interaction effect. (1) Drug 1: CNC(=O)C1=NC=CC(=C1)OC2=CC=C(C=C2)NC(=O)NC3=CC(=C(C=C3)Cl)C(F)(F)F. Drug 2: CN(CC1=CN=C2C(=N1)C(=NC(=N2)N)N)C3=CC=C(C=C3)C(=O)NC(CCC(=O)O)C(=O)O. Cell line: HCC-2998. Synergy scores: CSS=37.4, Synergy_ZIP=8.43, Synergy_Bliss=5.13, Synergy_Loewe=-85.1, Synergy_HSA=-9.36. (2) Drug 1: CCC1(CC2CC(C3=C(CCN(C2)C1)C4=CC=CC=C4N3)(C5=C(C=C6C(=C5)C78CCN9C7C(C=CC9)(C(C(C8N6C)(C(=O)OC)O)OC(=O)C)CC)OC)C(=O)OC)O.OS(=O)(=O)O. Drug 2: C(CN)CNCCSP(=O)(O)O. Cell line: SF-268. Synergy scores: CSS=-0.911, Synergy_ZIP=2.50, Synergy_Bliss=3.31, Synergy_Loewe=-0.511, Synergy_HSA=-0.211.